Predict the reactants needed to synthesize the given product. From a dataset of Full USPTO retrosynthesis dataset with 1.9M reactions from patents (1976-2016). Given the product [C:28]([N:8]([C:6](=[O:7])[CH2:5][C:4]([NH:3][N:2]([CH3:1])[C:20]([C:22]1[CH:23]=[CH:24][CH:25]=[CH:26][CH:27]=1)=[S:21])=[O:19])[N:9]([CH3:18])[C:10]([C:12]1[CH:17]=[CH:16][CH:15]=[CH:14][CH:13]=1)=[S:11])(=[O:30])[CH3:29], predict the reactants needed to synthesize it. The reactants are: [CH3:1][N:2]([C:20]([C:22]1[CH:27]=[CH:26][CH:25]=[CH:24][CH:23]=1)=[S:21])[NH:3][C:4](=[O:19])[CH2:5][C:6]([NH:8][N:9]([CH3:18])[C:10]([C:12]1[CH:17]=[CH:16][CH:15]=[CH:14][CH:13]=1)=[S:11])=[O:7].[C:28](Cl)(=[O:30])[CH3:29].